Dataset: Full USPTO retrosynthesis dataset with 1.9M reactions from patents (1976-2016). Task: Predict the reactants needed to synthesize the given product. (1) Given the product [CH2:49]([O:53][C:54]([C@H:55]([OH:66])[C@H:56]([NH:65][C:1]([CH2:4][CH2:5][CH2:6][C:7]1[CH:15]=[CH:14][CH:13]=[CH:12][C:8]=1[C:9]([OH:11])=[O:10])=[O:3])[CH2:57][C:58]1[CH:63]=[CH:62][CH:61]=[CH:60][C:59]=1[Cl:64])=[O:67])[CH2:50][CH2:51][CH3:52], predict the reactants needed to synthesize it. The reactants are: [C:1]([CH2:4][CH2:5][CH2:6][C:7]1[CH:15]=[CH:14][CH:13]=[CH:12][C:8]=1[C:9]([OH:11])=[O:10])([OH:3])=O.CCN(C(C)C)C(C)C.CN(C(ON1N=NC2C=CC=NC1=2)=[N+](C)C)C.F[P-](F)(F)(F)(F)F.[CH2:49]([O:53][C:54](=[O:67])[C@H:55]([OH:66])[C@H:56]([NH2:65])[CH2:57][C:58]1[CH:63]=[CH:62][CH:61]=[CH:60][C:59]=1[Cl:64])[CH2:50][CH2:51][CH3:52]. (2) Given the product [Cl:1][C:2]1[CH:3]=[C:4]([C:9]2[O:15][C:12](/[CH:13]=[C:16](/[NH2:20])\[CH3:17])=[CH:11][CH:10]=2)[CH:5]=[CH:6][C:7]=1[Cl:8], predict the reactants needed to synthesize it. The reactants are: [Cl:1][C:2]1[CH:3]=[C:4]([C:9]2[O:15][C:12]([CH:13]=O)=[CH:11][CH:10]=2)[CH:5]=[CH:6][C:7]=1[Cl:8].[C:16]([O-])(=O)[CH3:17].[NH4+:20]. (3) Given the product [CH2:27]([O:26]/[CH:24]=[CH:25]/[C:2]1[N:6]2[C:7](=[O:22])[CH:8]=[C:9]([CH2:11][N:12]([CH2:20][CH3:21])[C:13]3[CH:18]=[CH:17][C:16]([F:19])=[CH:15][CH:14]=3)[N:10]=[C:5]2[S:4][C:3]=1[CH3:23])[CH3:28], predict the reactants needed to synthesize it. The reactants are: Br[C:2]1[N:6]2[C:7](=[O:22])[CH:8]=[C:9]([CH2:11][N:12]([CH2:20][CH3:21])[C:13]3[CH:18]=[CH:17][C:16]([F:19])=[CH:15][CH:14]=3)[N:10]=[C:5]2[S:4][C:3]=1[CH3:23].[CH2:24]([O:26]/[CH:27]=[CH:28]/B1OC(C)(C)C(C)(C)O1)[CH3:25].P([O-])([O-])([O-])=O.[K+].[K+].[K+]. (4) The reactants are: C(O[C:6](=[O:28])[NH:7][C@@H:8]([CH2:21][C:22]1[CH:27]=[CH:26][CH:25]=[CH:24][CH:23]=1)[CH:9]([C:11](=[O:20])[NH:12][CH2:13][C:14]1[CH:19]=[CH:18][CH:17]=[CH:16][CH:15]=1)[OH:10])(C)(C)C.FC(F)(F)C(O)=O.C(N(CC)C(C)C)(C)C.[CH2:45]([O:52][C:53]([NH:55][C@@H:56]([CH3:74])[C:57]([NH:59][C@@H:60]([CH2:64][C:65]1[C:73]2[C:68](=[CH:69][CH:70]=[CH:71][CH:72]=2)[NH:67][CH:66]=1)C(O)=O)=[O:58])=[O:54])[C:46]1[CH:51]=[CH:50][CH:49]=[CH:48][CH:47]=1.CN(C(ON1N=NC2C=CC=NC1=2)=[N+](C)C)C.F[P-](F)(F)(F)(F)F. Given the product [CH2:45]([O:52][C:53](=[O:54])[NH:55][C@H:56]([C:57](=[O:58])[NH:59][C@H:60]([C:6](=[O:28])[NH:7][C@@H:8]([CH2:21][C:22]1[CH:23]=[CH:24][CH:25]=[CH:26][CH:27]=1)[CH:9]([C:11](=[O:20])[NH:12][CH2:13][C:14]1[CH:15]=[CH:16][CH:17]=[CH:18][CH:19]=1)[OH:10])[CH2:64][C:65]1[C:73]2[C:68](=[CH:69][CH:70]=[CH:71][CH:72]=2)[NH:67][CH:66]=1)[CH3:74])[C:46]1[CH:47]=[CH:48][CH:49]=[CH:50][CH:51]=1, predict the reactants needed to synthesize it. (5) Given the product [C:1]([O:5][C:6]([NH:8][C:9]1[CH:14]=[CH:13][CH:12]=[CH:11][C:10]=1[NH:15][C:16](=[O:24])[C:17]1[CH:22]=[CH:21][C:20]([C:28]2[CH:29]=[CH:30][N:25]=[CH:26][CH:27]=2)=[N:19][CH:18]=1)=[O:7])([CH3:4])([CH3:3])[CH3:2], predict the reactants needed to synthesize it. The reactants are: [C:1]([O:5][C:6]([NH:8][C:9]1[CH:14]=[CH:13][CH:12]=[CH:11][C:10]=1[NH:15][C:16](=[O:24])[C:17]1[CH:22]=[CH:21][C:20](Br)=[N:19][CH:18]=1)=[O:7])([CH3:4])([CH3:3])[CH3:2].[N:25]1[CH:30]=[CH:29][C:28](B(O)O)=[CH:27][CH:26]=1.C(=O)([O-])[O-].[Na+].[Na+].C(COC)OC. (6) Given the product [Br:1][C:2]1[N:11]2[C:5]([CH2:6][N:7]([CH3:19])[CH2:8][C:9]3[CH:15]=[C:14]([Cl:16])[CH:13]=[CH:12][C:10]=32)=[N:4][N:3]=1, predict the reactants needed to synthesize it. The reactants are: [Br:1][C:2]1[N:11]2[C:5]([CH2:6][NH:7][CH2:8][C:9]3[CH:15]=[C:14]([Cl:16])[CH:13]=[CH:12][C:10]=32)=[N:4][N:3]=1.C=O.[C:19]([BH3-])#N.[Na+]. (7) Given the product [CH2:1]([N:3]1[CH2:8][CH2:7][N:6]([C:9]2[CH:14]=[C:13]([N:15]3[C:19]4[N:20]=[C:21]([N:49]5[CH2:54][CH2:53][O:52][CH2:51][CH2:50]5)[N:22]=[C:23]([C:24]5[CH:25]=[N:26][C:27]([NH:30][CH2:31][C:32]6[CH:33]=[CH:34][C:35]([O:38][CH3:39])=[CH:36][CH:37]=6)=[N:28][CH:29]=5)[C:18]=4[CH2:17][CH2:16]3)[CH:12]=[CH:11][N:10]=2)[CH2:5][CH2:4]1)[CH3:2], predict the reactants needed to synthesize it. The reactants are: [CH2:1]([N:3]1[CH2:8][CH2:7][N:6]([C:9]2[CH:14]=[C:13]([N:15]3[C:19]4[N:20]=[C:21]([N:49]5[CH2:54][CH2:53][O:52][CH2:51][CH2:50]5)[N:22]=[C:23]([C:24]5[CH:25]=[N:26][C:27]([N:30](CC6C=CC(OC)=CC=6)[CH2:31][C:32]6[CH:37]=[CH:36][C:35]([O:38][CH3:39])=[CH:34][CH:33]=6)=[N:28][CH:29]=5)[C:18]=4[CH2:17][CH2:16]3)[CH:12]=[CH:11][N:10]=2)[CH2:5][CH2:4]1)[CH3:2].O.